Task: Predict which catalyst facilitates the given reaction.. Dataset: Catalyst prediction with 721,799 reactions and 888 catalyst types from USPTO (1) Reactant: [F:1][C:2]1([F:54])[CH2:16][CH2:15][CH2:14][CH2:13][CH2:12][C@H:11]([NH:17][C:18]([C:20]2[CH:24]=[C:23]([CH3:25])[O:22][N:21]=2)=[O:19])[C:10](=[O:26])[N:9]2[CH2:27][C@H:28]([O:30][C:31]3[N:32]=[C:33]4[C:38](=[C:39]5[C:44]=3[CH:43]=[CH:42][CH:41]=[CH:40]5)[CH:37]=[CH:36][CH:35]=[CH:34]4)[CH2:29][C@H:8]2[C:7](=[O:45])[NH:6][C@:5]2([C:47]([O:49]C(C)(C)C)=[O:48])[CH2:46][C@H:4]2[CH2:3]1.Cl. Product: [F:54][C:2]1([F:1])[CH2:16][CH2:15][CH2:14][CH2:13][CH2:12][C@H:11]([NH:17][C:18]([C:20]2[CH:24]=[C:23]([CH3:25])[O:22][N:21]=2)=[O:19])[C:10](=[O:26])[N:9]2[CH2:27][C@H:28]([O:30][C:31]3[N:32]=[C:33]4[C:38](=[C:39]5[C:44]=3[CH:43]=[CH:42][CH:41]=[CH:40]5)[CH:37]=[CH:36][CH:35]=[CH:34]4)[CH2:29][C@H:8]2[C:7](=[O:45])[NH:6][C@:5]2([C:47]([OH:49])=[O:48])[CH2:46][C@H:4]2[CH2:3]1. The catalyst class is: 684. (2) Reactant: [NH2:1][C:2]1[C:11]([C:12]#[N:13])=[C:10](Cl)[C:9]2[C:4](=[CH:5][CH:6]=[C:7]([N:15]3[CH2:20][CH2:19][N:18]([CH2:21][C:22]4[CH:27]=[CH:26][CH:25]=[CH:24][CH:23]=4)[CH2:17][CH2:16]3)[CH:8]=2)[N:3]=1.[CH2:28]([NH2:35])[C:29]1[CH:34]=[CH:33][CH:32]=[CH:31][CH:30]=1. Product: [NH2:1][C:2]1[C:11]([C:12]#[N:13])=[C:10]([NH:35][CH2:28][C:29]2[CH:34]=[CH:33][CH:32]=[CH:31][CH:30]=2)[C:9]2[C:4](=[CH:5][CH:6]=[C:7]([N:15]3[CH2:20][CH2:19][N:18]([CH2:21][C:22]4[CH:27]=[CH:26][CH:25]=[CH:24][CH:23]=4)[CH2:17][CH2:16]3)[CH:8]=2)[N:3]=1. The catalyst class is: 6. (3) Reactant: [O:1]1[C:5]2[CH:6]=[CH:7][C:8]([C:10]3([C:13](Cl)=[O:14])[CH2:12][CH2:11]3)=[CH:9][C:4]=2[O:3][CH2:2]1.[CH:16]1[C:25]2[C:24]3[CH:26]=[CH:27][O:28][C:23]=3[CH2:22][CH2:21][C:20]=2[N:19]=[C:18]([NH2:29])[N:17]=1. Product: [O:1]1[C:5]2[CH:6]=[CH:7][C:8]([C:10]3([C:13]([NH:29][C:18]4[N:17]=[CH:16][C:25]5[CH2:24][CH2:26][C:27]6[O:28][CH:23]=[CH:22][C:21]=6[C:20]=5[N:19]=4)=[O:14])[CH2:12][CH2:11]3)=[CH:9][C:4]=2[O:3][CH2:2]1. The catalyst class is: 17. (4) Reactant: [Cl:1][C:2]1[CH:7]=[CH:6][C:5]([C:8]2[S:16][C:15]3[C:14](=[O:17])[N:13]([C@H:18]4[CH2:27][CH2:26][C:25]5[C:20](=[CH:21][CH:22]=[C:23]([CH2:28]O)[CH:24]=5)[CH2:19]4)[CH:12]=[N:11][C:10]=3[CH:9]=2)=[CH:4][CH:3]=1.[CH3:30][S:31](Cl)(=[O:33])=[O:32].CCN(CC)CC. Product: [Cl:1][C:2]1[CH:3]=[CH:4][C:5]([C:8]2[S:16][C:15]3[C:14](=[O:17])[N:13]([C@H:18]4[CH2:27][CH2:26][C:25]5[C:20](=[CH:21][CH:22]=[C:23]([CH2:28][S:31]([CH3:30])(=[O:33])=[O:32])[CH:24]=5)[CH2:19]4)[CH:12]=[N:11][C:10]=3[CH:9]=2)=[CH:6][CH:7]=1. The catalyst class is: 4. (5) Reactant: [C:1]([C:5]1[O:6][CH:7]=[N:8][N:9]=1)([CH3:4])([CH3:3])C.[CH:10]([Mg]Cl)([CH3:12])[CH3:11].[C:15]([O:19][C:20](=[O:28])[NH:21][CH:22]([CH:26]=[O:27])[CH:23]([CH3:25])[CH3:24])([CH3:18])([CH3:17])[CH3:16]. Product: [C:15]([O:19][C:20](=[O:28])[NH:21][CH:22]([CH:23]([CH3:24])[CH3:25])[C@H:26]([OH:27])[C:7]1[O:6][C:5]([C:1]2[CH:3]=[CH:12][CH:10]=[CH:11][CH:4]=2)=[N:9][N:8]=1)([CH3:17])([CH3:16])[CH3:18]. The catalyst class is: 7. (6) The catalyst class is: 3. Reactant: [CH2:1]([N:8]1[C:16](Br)=[N:15][C:14]2[C:9]1=[N:10][CH:11]=[N:12][CH:13]=2)[C:2]1[CH:7]=[CH:6][CH:5]=[CH:4][CH:3]=1.[CH2:18]([O:20][CH:21]=[CH:22][Sn](CCCC)(CCCC)CCCC)[CH3:19]. Product: [CH2:1]([N:8]1[C:16]([CH:19]=[CH:18][O:20][CH2:21][CH3:22])=[N:15][C:14]2[C:9]1=[N:10][CH:11]=[N:12][CH:13]=2)[C:2]1[CH:7]=[CH:6][CH:5]=[CH:4][CH:3]=1. (7) Reactant: [Cl:1][C:2]1[CH:3]=[C:4]([CH:26]=[CH:27][C:28]=1[Cl:29])[CH2:5][O:6][C:7]1[CH:12]=[CH:11][C:10]([C:13](=[O:25])[CH2:14][O:15][C:16]2[CH:17]=[C:18]([CH:21]=[CH:22][C:23]=2[F:24])[C:19]#[N:20])=[CH:9][CH:8]=1. Product: [Cl:1][C:2]1[CH:3]=[C:4]([CH:26]=[CH:27][C:28]=1[Cl:29])[CH2:5][O:6][C:7]1[CH:12]=[CH:11][C:10]([C@@H:13]([OH:25])[CH2:14][O:15][C:16]2[CH:17]=[C:18]([CH:21]=[CH:22][C:23]=2[F:24])[C:19]#[N:20])=[CH:9][CH:8]=1. The catalyst class is: 247. (8) Product: [ClH:41].[C:1]([CH:5]1[N:14]2[C:9](=[CH:10][C:11](=[O:20])[C:12]([C:15]([OH:17])=[O:16])=[CH:13]2)[C:8]2[CH:21]=[C:22]([O:34][CH3:35])[C:23]([O:25][CH2:26][CH2:27][N:28]3[CH2:29][CH2:30][O:31][CH2:32][CH2:33]3)=[CH:24][C:7]=2[CH2:6]1)([CH3:4])([CH3:2])[CH3:3]. The catalyst class is: 6. Reactant: [C:1]([CH:5]1[N:14]2[C:9](=[CH:10][C:11](=[O:20])[C:12]([C:15]([O:17]CC)=[O:16])=[CH:13]2)[C:8]2[CH:21]=[C:22]([O:34][CH3:35])[C:23]([O:25][CH2:26][CH2:27][N:28]3[CH2:33][CH2:32][O:31][CH2:30][CH2:29]3)=[CH:24][C:7]=2[CH2:6]1)([CH3:4])([CH3:3])[CH3:2].CO.O[Li].O.[ClH:41]. (9) Reactant: [I:1][C:2]1[C:11]2[O:10][CH2:9][C:8](=[O:12])[NH:7][C:6]=2[CH:5]=[C:4]([C:13]([O:15][CH3:16])=[O:14])[CH:3]=1.C(=O)([O-])[O-].[K+].[K+].Br[CH2:24][CH2:25][CH2:26][CH3:27]. Product: [CH2:24]([N:7]1[C:6]2[CH:5]=[C:4]([C:13]([O:15][CH3:16])=[O:14])[CH:3]=[C:2]([I:1])[C:11]=2[O:10][CH2:9][C:8]1=[O:12])[CH2:25][CH2:26][CH3:27]. The catalyst class is: 58. (10) Reactant: [NH2:1][C:2](=O)[CH2:3][N:4]1[C:9](=[N:10]S(C2C=CC(C)=CC=2)(=O)=O)[CH:8]=[CH:7][C:6]([O:21][C:22]2[CH:23]=[C:24]([NH:28][C:29](=[O:40])[C:30]3[CH:35]=[CH:34][CH:33]=[C:32]([C:36]([F:39])([F:38])[F:37])[CH:31]=3)[CH:25]=[CH:26][CH:27]=2)=[CH:5]1.[F:49][C:48]([F:51])([F:50])[C:47](O[C:47](=[O:52])[C:48]([F:51])([F:50])[F:49])=[O:52]. Product: [F:51][C:48]([F:49])([F:50])[C:47]([NH:1][C:2]1[N:10]=[C:9]2[CH:8]=[CH:7][C:6]([O:21][C:22]3[CH:23]=[C:24]([NH:28][C:29](=[O:40])[C:30]4[CH:35]=[CH:34][CH:33]=[C:32]([C:36]([F:37])([F:39])[F:38])[CH:31]=4)[CH:25]=[CH:26][CH:27]=3)=[CH:5][N:4]2[CH:3]=1)=[O:52]. The catalyst class is: 4.